From a dataset of Forward reaction prediction with 1.9M reactions from USPTO patents (1976-2016). Predict the product of the given reaction. (1) Given the reactants [F:1][C:2]1[CH:7]=[CH:6][C:5]([C:8]2[CH:25]=[C:11]3[CH:12]=[C:13]([C:16]4[CH:17]=[C:18]([C:22](=[O:24])[CH3:23])[CH:19]=[CH:20][CH:21]=4)[CH:14]=[CH:15][N:10]3[N:9]=2)=[CH:4][CH:3]=1.[C:26]([Mg]Br)#[CH:27], predict the reaction product. The product is: [F:1][C:2]1[CH:3]=[CH:4][C:5]([C:8]2[CH:25]=[C:11]3[CH:12]=[C:13]([C:16]4[CH:17]=[C:18]([C:22]([OH:24])([C:26]#[CH:27])[CH3:23])[CH:19]=[CH:20][CH:21]=4)[CH:14]=[CH:15][N:10]3[N:9]=2)=[CH:6][CH:7]=1. (2) Given the reactants [CH:1]12[CH2:8][CH2:7][CH:4]([CH:5]=[CH:6]1)[CH2:3][CH:2]2[C:9]1([CH3:16])[NH:13][C:12](=[O:14])[NH:11][C:10]1=[O:15].Br[CH2:18][C:19]([C:21]1[CH:26]=[CH:25][CH:24]=[CH:23][CH:22]=1)=[O:20], predict the reaction product. The product is: [C@H:1]12[CH2:8][CH2:7][C@H:4]([CH:5]=[CH:6]1)[CH2:3][CH:2]2[C:9]1([CH3:16])[NH:13][C:12](=[O:14])[N:11]([CH2:18][C:19](=[O:20])[C:21]2[CH:26]=[CH:25][CH:24]=[CH:23][CH:22]=2)[C:10]1=[O:15]. (3) Given the reactants [C:1]([O:5][C:6]([N:8]1[CH2:13][CH2:12][CH2:11][C@H:10]([O:14]S(C)(=O)=O)[CH2:9]1)=[O:7])([CH3:4])([CH3:3])[CH3:2].[CH3:19][O:20][C:21](=[O:29])[C:22]1[CH:27]=[C:26](O)[CH:25]=[N:24][CH:23]=1.C([O-])([O-])=O.[Cs+].[Cs+], predict the reaction product. The product is: [C:1]([O:5][C:6]([N:8]1[CH2:13][CH2:12][CH2:11][C@@H:10]([O:14][C:26]2[CH:25]=[N:24][CH:23]=[C:22]([CH:27]=2)[C:21]([O:20][CH3:19])=[O:29])[CH2:9]1)=[O:7])([CH3:4])([CH3:3])[CH3:2]. (4) Given the reactants C([O:5][C:6]([N:8]1[CH2:12][CH2:11][CH2:10][C@@:9]1([CH2:16][C:17]1[CH:22]=[CH:21][CH:20]=[CH:19][CH:18]=1)[C:13]([OH:15])=[O:14])=[O:7])(C)(C)C.[Si](C=[N+]=[N-])(C)(C)C, predict the reaction product. The product is: [CH2:16]([C@@:9]1([C:13]([OH:15])=[O:14])[CH2:10][CH2:11][CH2:12][N:8]1[C:6]([OH:7])=[O:5])[C:17]1[CH:22]=[CH:21][CH:20]=[CH:19][CH:18]=1. (5) The product is: [CH2:1]([C:3]1[CH:4]=[CH:5][C:6]([CH2:7][N:8]2[C:13](=[N:14][C:15]3[CH:20]=[CH:19][C:18]([O:21][CH:22]([CH3:23])[CH3:24])=[C:17]([CH3:25])[CH:16]=3)[NH:12][C:11](=[O:26])[N:10]([CH2:27][C@@H:28]([C:30]([OH:32])=[O:31])[CH3:29])[C:9]2=[O:34])=[CH:35][CH:36]=1)[CH3:2]. Given the reactants [CH2:1]([C:3]1[CH:36]=[CH:35][C:6]([CH2:7][N:8]2[C:13](=[N:14][C:15]3[CH:20]=[CH:19][C:18]([O:21][CH:22]([CH3:24])[CH3:23])=[C:17]([CH3:25])[CH:16]=3)[NH:12][C:11](=[O:26])[N:10]([CH2:27][C@@H:28]([C:30]([O:32]C)=[O:31])[CH3:29])[C:9]2=[O:34])=[CH:5][CH:4]=1)[CH3:2].CO.[OH-].[Li+].C(O)(=O)CC(CC(O)=O)(C(O)=O)O, predict the reaction product. (6) Given the reactants O.[C@@H:2]1([N:11]2[C:21]3[N:20]=[C:18]([NH2:19])[NH:17][C:15](=[O:16])[C:14]=3[N:13]=[CH:12]2)O[C@H:7]([CH2:8]O)[C@@H:5](O)[C@H:3]1O.[CH:22]1[C:31]2[C:26](=[CH:27][CH:28]=[CH:29][CH:30]=2)[CH:25]=[CH:24][C:23]=1[CH2:32][Br:33], predict the reaction product. The product is: [Br-:33].[NH2:19][C:18]1[NH:17][C:15](=[O:16])[C:14]2[N+:13]([CH2:32][C:23]3[CH:24]=[CH:25][C:26]4[C:31](=[CH:30][CH:29]=[CH:28][CH:27]=4)[CH:22]=3)=[CH:12][N:11]([CH2:2][C:3]3[CH:25]=[CH:24][C:23]4[C:7](=[CH:8][CH:30]=[CH:31][CH:22]=4)[CH:5]=3)[C:21]=2[N:20]=1. (7) Given the reactants C[O:2][C:3]1[C:8]([O:9]C)=[CH:7][C:6]([C:11]#[C:12][C:13]2[CH:18]=[CH:17][CH:16]=[CH:15][C:14]=2[CH3:19])=[CH:5][N:4]=1.IC1C=CC=C(C)C=1, predict the reaction product. The product is: [OH:9][C:8]1[C:3](=[O:2])[NH:4][CH:5]=[C:6]([CH2:11][CH2:12][C:13]2[CH:18]=[CH:17][CH:16]=[CH:15][C:14]=2[CH3:19])[CH:7]=1. (8) Given the reactants [O:1]1[CH2:6][CH2:5][N:4]([CH:7]([C:13]2[CH:18]=[CH:17][CH:16]=[CH:15][CH:14]=2)[C:8]([O:10]CC)=[O:9])[CH2:3][CH2:2]1.[ClH:19], predict the reaction product. The product is: [ClH:19].[O:1]1[CH2:2][CH2:3][N:4]([CH:7]([C:13]2[CH:18]=[CH:17][CH:16]=[CH:15][CH:14]=2)[C:8]([OH:10])=[O:9])[CH2:5][CH2:6]1. (9) Given the reactants C([N-]C(C)C)(C)C.[Li+].[N:9]1[CH:14]=[CH:13][C:12]([CH3:15])=[CH:11][CH:10]=1.CN(OC)[C:18]([C:20]1[CH:24]=[CH:23][O:22][C:21]=1[CH3:25])=[O:19], predict the reaction product. The product is: [CH3:25][C:21]1[O:22][CH:23]=[CH:24][C:20]=1[C:18](=[O:19])[CH2:15][C:12]1[CH:13]=[CH:14][N:9]=[CH:10][CH:11]=1.